From a dataset of Peptide-MHC class II binding affinity with 134,281 pairs from IEDB. Regression. Given a peptide amino acid sequence and an MHC pseudo amino acid sequence, predict their binding affinity value. This is MHC class II binding data. (1) The peptide sequence is DDNRNIAWDTDKLDD. The MHC is HLA-DQA10501-DQB10201 with pseudo-sequence HLA-DQA10501-DQB10201. The binding affinity (normalized) is 0.415. (2) The binding affinity (normalized) is 0.139. The MHC is HLA-DQA10104-DQB10503 with pseudo-sequence HLA-DQA10104-DQB10503. The peptide sequence is EIYNMVKFRMIAGQE. (3) The peptide sequence is EISTNIRQAGVQYSR. The MHC is HLA-DQA10102-DQB10602 with pseudo-sequence HLA-DQA10102-DQB10602. The binding affinity (normalized) is 0.648.